Predict the product of the given reaction. From a dataset of Forward reaction prediction with 1.9M reactions from USPTO patents (1976-2016). (1) Given the reactants [Cl:1][C:2]1[C:11]2[C:6](=[C:7]([OH:12])[CH:8]=[CH:9][CH:10]=2)[N:5]=[C:4]([CH3:13])[CH:3]=1.[H-].[Na+].[CH2:16](I)[CH2:17][CH3:18].[Na+].[Cl-], predict the reaction product. The product is: [Cl:1][C:2]1[C:11]2[C:6](=[C:7]([O:12][CH2:16][CH2:17][CH3:18])[CH:8]=[CH:9][CH:10]=2)[N:5]=[C:4]([CH3:13])[CH:3]=1. (2) Given the reactants F[C:2]1[C:3]([CH3:23])=[N:4][C:5]2[C:10]([N:11]=1)=[C:9]([C:12]1[NH:20][C:19]3[CH:18]([CH3:21])[CH2:17][NH:16][C:15](=[O:22])[C:14]=3[CH:13]=1)[CH:8]=[CH:7][CH:6]=2.[CH3:24][NH:25][CH3:26], predict the reaction product. The product is: [CH3:24][N:25]([CH3:26])[C:2]1[C:3]([CH3:23])=[N:4][C:5]2[C:10]([N:11]=1)=[C:9]([C:12]1[NH:20][C:19]3[CH:18]([CH3:21])[CH2:17][NH:16][C:15](=[O:22])[C:14]=3[CH:13]=1)[CH:8]=[CH:7][CH:6]=2. (3) Given the reactants Br[C:2]1[CH:7]=[CH:6][CH:5]=[CH:4][N:3]=1.[NH2:8][C:9]1[CH:14]=[CH:13][C:12]([N+:15]([O-:17])=[O:16])=[CH:11][N:10]=1.C1(P(C2C=CC=CC=2)CCCP(C2C=CC=CC=2)C2C=CC=CC=2)C=CC=CC=1.CC(C)([O-])C.[Na+], predict the reaction product. The product is: [N+:15]([C:12]1[CH:13]=[CH:14][C:9]([NH:8][C:2]2[CH:7]=[CH:6][CH:5]=[CH:4][N:3]=2)=[N:10][CH:11]=1)([O-:17])=[O:16]. (4) The product is: [CH3:11][C:5]1[C:4]2[C:3]3[N:35]=[C:33]([NH:32][C:27]4[CH:28]=[CH:29][CH:30]=[CH:31][N:26]=4)[S:34][C:2]=3[CH2:10][CH2:9][C:8]=2[NH:7][N:6]=1. Given the reactants Br[C:2]1(Br)[CH2:10][CH2:9][C:8]2[NH:7][N:6]=[C:5]([CH3:11])[C:4]=2[C:3]1=O.BrC1CCC2NN=C(C)C=2C1=O.[N:26]1[CH:31]=[CH:30][CH:29]=[CH:28][C:27]=1[NH:32][C:33]([NH2:35])=[S:34], predict the reaction product. (5) Given the reactants [CH2:1]([O:5][C:6]1[CH:11]=[C:10](Cl)[N:9]=[CH:8][N:7]=1)[C:2]#[C:3][CH3:4].C(=O)([O-])[O-].Cl.[CH3:18][C:19]1([CH3:27])[CH2:24][C:23]([CH3:26])([CH3:25])[CH2:22][NH:21][CH2:20]1.[Cl-].[NH4+], predict the reaction product. The product is: [CH2:1]([O:5][C:6]1[CH:11]=[C:10]([N:21]2[CH2:22][C:23]([CH3:26])([CH3:25])[CH2:24][C:19]([CH3:27])([CH3:18])[CH2:20]2)[N:9]=[CH:8][N:7]=1)[C:2]#[C:3][CH3:4].